From a dataset of Peptide-MHC class II binding affinity with 134,281 pairs from IEDB. Regression. Given a peptide amino acid sequence and an MHC pseudo amino acid sequence, predict their binding affinity value. This is MHC class II binding data. (1) The peptide sequence is AKAIITPVVFYRSGT. The MHC is DRB4_0101 with pseudo-sequence DRB4_0103. The binding affinity (normalized) is 0.440. (2) The peptide sequence is RFDTNGDGKISLSEL. The MHC is DRB1_1302 with pseudo-sequence DRB1_1302. The binding affinity (normalized) is 0.205. (3) The binding affinity (normalized) is 0.586. The peptide sequence is RVWEQIFSTWLLKPG. The MHC is DRB1_0901 with pseudo-sequence DRB1_0901. (4) The MHC is DRB1_0101 with pseudo-sequence DRB1_0101. The peptide sequence is ECYVQRFHLIKNTFG. The binding affinity (normalized) is 0.743. (5) The MHC is HLA-DQA10401-DQB10402 with pseudo-sequence HLA-DQA10401-DQB10402. The peptide sequence is INEPTAAAIAYGWDR. The binding affinity (normalized) is 0.505. (6) The peptide sequence is SQDLVLSWNLNGLQAY. The MHC is HLA-DQA10101-DQB10501 with pseudo-sequence HLA-DQA10101-DQB10501. The binding affinity (normalized) is 0.741. (7) The peptide sequence is VKVLRPAPGGKAYMD. The MHC is DRB4_0103 with pseudo-sequence DRB4_0103. The binding affinity (normalized) is 0.714. (8) The peptide sequence is NYEQQEQASQQILSS. The MHC is DRB1_0404 with pseudo-sequence DRB1_0404. The binding affinity (normalized) is 0.197. (9) The peptide sequence is CSAVPVHWVPTSRTTW. The MHC is DRB1_0701 with pseudo-sequence DRB1_0701. The binding affinity (normalized) is 0.597.